This data is from Full USPTO retrosynthesis dataset with 1.9M reactions from patents (1976-2016). The task is: Predict the reactants needed to synthesize the given product. (1) Given the product [O:18]1[C:22]2[CH:23]=[CH:24][CH:25]=[CH:26][C:21]=2[C:20]([CH:27]([C:4]([CH3:3])=[O:5])[C:28]([O:30][CH3:31])=[O:29])=[CH:19]1, predict the reactants needed to synthesize it. The reactants are: [H-].[Na+].[CH2:3]1OCCOCCOCCOCC[O:5][CH2:4]1.[O:18]1[C:22]2[CH:23]=[CH:24][CH:25]=[CH:26][C:21]=2[C:20]([CH2:27][C:28]([O:30][CH3:31])=[O:29])=[CH:19]1.C(OCC)(=O)C.[Cl-].[NH4+]. (2) Given the product [Cl:17][C:5]1[C:4]([CH:1]2[CH2:3][CH2:2]2)=[CH:13][C:12]2[C:7](=[N:8][CH:9]=[CH:10][CH:11]=2)[N:6]=1, predict the reactants needed to synthesize it. The reactants are: [CH:1]1([C:4]2[C:5](O)=[N:6][C:7]3[C:12]([CH:13]=2)=[CH:11][CH:10]=[CH:9][N:8]=3)[CH2:3][CH2:2]1.O=P(Cl)(Cl)[Cl:17]. (3) Given the product [Cl:17][C:18]1[CH:19]=[CH:20][C:21]2[N:27]=[C:26]([N:13]3[CH2:14][CH2:15][N:10]([CH2:9][C:4]([CH3:16])([CH3:3])[C:5]([O:7][CH3:8])=[O:6])[CH2:11][CH2:12]3)[C:25]3=[CH:29][C:30]([CH3:32])=[CH:31][N:24]3[CH2:23][C:22]=2[CH:33]=1, predict the reactants needed to synthesize it. The reactants are: Cl.Cl.[CH3:3][C:4]([CH3:16])([CH2:9][N:10]1[CH2:15][CH2:14][NH:13][CH2:12][CH2:11]1)[C:5]([O:7][CH3:8])=[O:6].[Cl:17][C:18]1[CH:19]=[CH:20][C:21]2[N:27]=[C:26](Cl)[C:25]3=[CH:29][C:30]([CH3:32])=[CH:31][N:24]3[CH2:23][C:22]=2[CH:33]=1.C(#N)C.C(=O)([O-])[O-].[K+].[K+]. (4) Given the product [C:17]([O:16][C:14]([NH:1][C:2]1([C:5]([O:7][CH3:8])=[O:6])[CH2:4][CH2:3]1)=[O:15])([CH3:20])([CH3:19])[CH3:18], predict the reactants needed to synthesize it. The reactants are: [NH2:1][C:2]1([C:5]([O:7][CH3:8])=[O:6])[CH2:4][CH2:3]1.C(=O)(O)[O-].[K+].[C:14](O[C:14]([O:16][C:17]([CH3:20])([CH3:19])[CH3:18])=[O:15])([O:16][C:17]([CH3:20])([CH3:19])[CH3:18])=[O:15]. (5) Given the product [OH:1][CH2:2][CH2:3][C:4]([OH:6])=[O:5].[OH:1][CH2:2][CH2:3][C:4]([O-:6])=[O:5].[NH4+:7], predict the reactants needed to synthesize it. The reactants are: [OH:1][CH2:2][CH2:3][C:4]([OH:6])=[O:5].[NH3:7]. (6) Given the product [I-:55].[C:23]([O:34][CH2:35][CH:36]([O:50][C:51]([O:53][CH2:54][N+:19]1([CH3:22])[CH2:20][CH2:21][N:16]([C:15]2[C:4]3[CH:3]=[C:2]([CH3:1])[S:6][C:5]=3[NH:7][C:8]3[CH:9]=[CH:10][CH:11]=[CH:12][C:13]=3[N:14]=2)[CH2:17][CH2:18]1)=[O:52])[CH2:37][O:38][C:39](=[O:49])[CH2:40][CH2:41][CH2:42][CH2:43][CH2:44][CH2:45][CH2:46][CH2:47][CH3:48])(=[O:33])[CH2:24][CH2:25][CH2:26][CH2:27][CH2:28][CH2:29][CH2:30][CH2:31][CH3:32], predict the reactants needed to synthesize it. The reactants are: [CH3:1][C:2]1[S:6][C:5]2[NH:7][C:8]3[CH:9]=[CH:10][CH:11]=[CH:12][C:13]=3[N:14]=[C:15]([N:16]3[CH2:21][CH2:20][N:19]([CH3:22])[CH2:18][CH2:17]3)[C:4]=2[CH:3]=1.[C:23]([O:34][CH2:35][CH:36]([O:50][C:51]([O:53][CH2:54][I:55])=[O:52])[CH2:37][O:38][C:39](=[O:49])[CH2:40][CH2:41][CH2:42][CH2:43][CH2:44][CH2:45][CH2:46][CH2:47][CH3:48])(=[O:33])[CH2:24][CH2:25][CH2:26][CH2:27][CH2:28][CH2:29][CH2:30][CH2:31][CH3:32]. (7) Given the product [F:12][C:13]([F:24])([F:23])[C:14]1[CH:19]=[C:18]([C:2]2[CH:3]=[CH:4][C:5]3[O:6][CH2:7][CH2:8][NH:9][C:10]=3[N:11]=2)[CH:17]=[CH:16][CH:15]=1, predict the reactants needed to synthesize it. The reactants are: Br[C:2]1[CH:3]=[CH:4][C:5]2[O:6][CH2:7][CH2:8][NH:9][C:10]=2[N:11]=1.[F:12][C:13]([F:24])([F:23])[C:14]1[CH:15]=[C:16](B(O)O)[CH:17]=[CH:18][CH:19]=1.B(O)O.